Dataset: Full USPTO retrosynthesis dataset with 1.9M reactions from patents (1976-2016). Task: Predict the reactants needed to synthesize the given product. (1) Given the product [ClH:1].[NH2:3][C:4]1[N:9]=[C:8]([C:10]2[CH:15]=[C:14]([CH3:16])[CH:13]=[CH:12][C:11]=2[OH:17])[CH:7]=[C:6]([CH:18]2[CH2:22][CH2:21][N:20]([C:34]([C:30]3[N:31]=[CH:32][O:33][C:29]=3[C:23]3[CH:24]=[CH:25][CH:26]=[CH:27][CH:28]=3)=[O:35])[CH2:19]2)[N:5]=1, predict the reactants needed to synthesize it. The reactants are: [ClH:1].Cl.[NH2:3][C:4]1[N:9]=[C:8]([C:10]2[CH:15]=[C:14]([CH3:16])[CH:13]=[CH:12][C:11]=2[OH:17])[CH:7]=[C:6]([CH:18]2[CH2:22][CH2:21][NH:20][CH2:19]2)[N:5]=1.[C:23]1([C:29]2[O:33][CH:32]=[N:31][C:30]=2[C:34](O)=[O:35])[CH:28]=[CH:27][CH:26]=[CH:25][CH:24]=1.ON1C2C=CC=CC=2N=N1.Cl.CN(C)CCCN=C=NCC. (2) Given the product [CH3:1][O:2][C:3]1[CH:12]=[C:11]2[C:6]([C:7](=[N:28][O:27][CH3:26])[CH2:8][CH:9]([CH:13]3[CH2:14][N:15]([C:17]([O:19][C:20]([CH3:23])([CH3:22])[CH3:21])=[O:18])[CH2:16]3)[O:10]2)=[CH:5][CH:4]=1, predict the reactants needed to synthesize it. The reactants are: [CH3:1][O:2][C:3]1[CH:12]=[C:11]2[C:6]([C:7](=O)[CH2:8][CH:9]([CH:13]3[CH2:16][N:15]([C:17]([O:19][C:20]([CH3:23])([CH3:22])[CH3:21])=[O:18])[CH2:14]3)[O:10]2)=[CH:5][CH:4]=1.Cl.[CH3:26][O:27][NH2:28]. (3) Given the product [Br:13][C:14]1[CH:15]=[CH:16][C:17]([CH2:20][NH:21][C:22]([NH:12][C:7]2[CH:8]=[CH:9][CH:10]=[C:11]3[C:6]=2[CH:5]=[CH:4][N:3]=[C:2]3[CH3:1])=[O:23])=[CH:18][CH:19]=1, predict the reactants needed to synthesize it. The reactants are: [CH3:1][C:2]1[C:11]2[CH:10]=[CH:9][CH:8]=[C:7]([NH2:12])[C:6]=2[CH:5]=[CH:4][N:3]=1.[Br:13][C:14]1[CH:19]=[CH:18][C:17]([CH2:20][N:21]=[C:22]=[O:23])=[CH:16][CH:15]=1.